From a dataset of Reaction yield outcomes from USPTO patents with 853,638 reactions. Predict the reaction yield, written as a fraction of the theoretical maximum amount of product (1.0 means a 100% yield; for example, 0.34 means a 34% yield). (1) The reactants are [N+:1]([C:4]1[CH:5]=[CH:6][C:7]([O:10][CH2:11][CH2:12][Si:13]([CH3:16])([CH3:15])[CH3:14])=[N:8][CH:9]=1)([O-])=O. The catalyst is C(OCC)(=O)C.[Pd]. The product is [CH3:14][Si:13]([CH3:16])([CH3:15])[CH2:12][CH2:11][O:10][C:7]1[N:8]=[CH:9][C:4]([NH2:1])=[CH:5][CH:6]=1. The yield is 0.950. (2) The reactants are [CH3:1][O:2][CH2:3][N:4]1[C:8]2[CH:9]=[CH:10][C:11]([CH:13]([C:15]3[CH:19]=[CH:18][N:17]([C:20]4[N:25]=[CH:24][C:23]([CH:26]=[O:27])=[CH:22][CH:21]=4)[N:16]=3)[CH3:14])=[CH:12][C:7]=2[S:6][C:5]1=[O:28].[CH3:29][Mg]Br. The catalyst is O1CCCC1. The product is [OH:27][CH:26]([C:23]1[CH:22]=[CH:21][C:20]([N:17]2[CH:18]=[CH:19][C:15]([CH:13]([C:11]3[CH:10]=[CH:9][C:8]4[N:4]([CH2:3][O:2][CH3:1])[C:5](=[O:28])[S:6][C:7]=4[CH:12]=3)[CH3:14])=[N:16]2)=[N:25][CH:24]=1)[CH3:29]. The yield is 0.990. (3) The reactants are C[O:2][C:3](=[O:31])[C:4]1[CH:9]=[CH:8][CH:7]=[C:6]([C:10]2[S:11][CH:12]=[C:13]([C@H:15]3[CH2:20][CH2:19][CH2:18][CH2:17][N:16]3[C:21](=[O:30])[CH2:22][O:23][C:24]3[CH:29]=[CH:28][CH:27]=[CH:26][CH:25]=3)[N:14]=2)[CH:5]=1.[OH-].[K+].Cl. The catalyst is CO.O. The product is [O:23]([CH2:22][C:21]([N:16]1[CH2:17][CH2:18][CH2:19][CH2:20][C@@H:15]1[C:13]1[N:14]=[C:10]([C:6]2[CH:5]=[C:4]([CH:9]=[CH:8][CH:7]=2)[C:3]([OH:31])=[O:2])[S:11][CH:12]=1)=[O:30])[C:24]1[CH:29]=[CH:28][CH:27]=[CH:26][CH:25]=1. The yield is 0.760. (4) The reactants are [CH3:1][O:2][C:3]1[CH:11]=[CH:10][C:6]([C:7]([OH:9])=O)=[CH:5][C:4]=1[CH3:12].CN(C(ON1N=NC2C=CC=NC1=2)=[N+](C)C)C.F[P-](F)(F)(F)(F)F.CCN(CC)CC.C(OC(=O)[NH:50][CH2:51][CH2:52][O:53][C:54]1[CH:59]=[CH:58][C:57]([NH2:60])=[CH:56][C:55]=1[C:61]1[N:62]([CH3:67])[N:63]=[CH:64][C:65]=1[Cl:66])(C)(C)C.[C:69]([OH:75])([C:71]([F:74])([F:73])[F:72])=[O:70]. The catalyst is C(Cl)Cl. The product is [F:72][C:71]([F:74])([F:73])[C:69]([OH:75])=[O:70].[NH2:50][CH2:51][CH2:52][O:53][C:54]1[CH:59]=[CH:58][C:57]([NH:60][C:7](=[O:9])[C:6]2[CH:10]=[CH:11][C:3]([O:2][CH3:1])=[C:4]([CH3:12])[CH:5]=2)=[CH:56][C:55]=1[C:61]1[N:62]([CH3:67])[N:63]=[CH:64][C:65]=1[Cl:66]. The yield is 0.690. (5) The yield is 0.0650. The product is [C:33]([NH:1][CH2:2][C:3]1[CH:4]=[C:5]2[CH:12]=[C:11]([C:13]([NH:15][CH:16]([C:21]3[CH:26]=[CH:25][CH:24]=[C:23]([C:27]([F:30])([F:29])[F:28])[CH:22]=3)[C:17]([F:18])([F:19])[F:20])=[O:14])[N:10]([CH2:31][CH3:32])[C:6]2=[N:7][C:8]=1[CH3:9])(=[O:35])[CH3:34]. The reactants are [NH2:1][CH2:2][C:3]1[CH:4]=[C:5]2[CH:12]=[C:11]([C:13]([NH:15][CH:16]([C:21]3[CH:26]=[CH:25][CH:24]=[C:23]([C:27]([F:30])([F:29])[F:28])[CH:22]=3)[C:17]([F:20])([F:19])[F:18])=[O:14])[N:10]([CH2:31][CH3:32])[C:6]2=[N:7][C:8]=1[CH3:9].[C:33](Cl)(=[O:35])[CH3:34].Cl. The catalyst is N1C=CC=CC=1. (6) The product is [ClH:22].[F:14][C:13]1[CH:12]=[C:11]([C:15]2[CH:20]=[CH:19][CH:18]=[CH:17][C:16]=2[S:21][C:23]2[N:28]=[CH:27][CH:26]=[CH:25][N:24]=2)[CH:10]=[CH:9][C:8]=1[C:5]1[N:6]=[CH:7][C:2]([NH2:1])=[N:3][CH:4]=1. The catalyst is CN(C=O)C. The yield is 0.680. The reactants are [NH2:1][C:2]1[N:3]=[CH:4][C:5]([C:8]2[C:13]([F:14])=[CH:12][C:11]([C:15]3[C:16]([SH:21])=[CH:17][CH:18]=[CH:19][CH:20]=3)=[CH:10][CH:9]=2)=[N:6][CH:7]=1.[Cl:22][C:23]1[N:28]=[CH:27][CH:26]=[CH:25][N:24]=1.CCN(C(C)C)C(C)C.C1C=CC(P(C2C=CC=CC=2)C2C=CC=CC=2)=CC=1. (7) The reactants are CS(O[N:6]=[C:7](Cl)[CH:8]1[CH2:10][CH2:9]1)(=O)=O.[N-:12]=[C:13]=[S:14].[Na+].N1C=CC=CC=1.[F:22][C:23]1[CH:41]=[C:40]([S:42]([CH3:45])(=[O:44])=[O:43])[C:39]([F:46])=[CH:38][C:24]=1[O:25][CH:26]1[CH2:30][CH2:29][N:28]([CH:31]2[CH2:36][CH2:35][NH:34][CH2:33][CH2:32]2)[C:27]1=[O:37]. The catalyst is CCOC(C)=O.O. The product is [CH:8]1([C:7]2[N:12]=[C:13]([N:34]3[CH2:33][CH2:32][CH:31]([N:28]4[CH2:29][CH2:30][CH:26]([O:25][C:24]5[CH:38]=[C:39]([F:46])[C:40]([S:42]([CH3:45])(=[O:44])=[O:43])=[CH:41][C:23]=5[F:22])[C:27]4=[O:37])[CH2:36][CH2:35]3)[S:14][N:6]=2)[CH2:9][CH2:10]1. The yield is 0.140.